From a dataset of Full USPTO retrosynthesis dataset with 1.9M reactions from patents (1976-2016). Predict the reactants needed to synthesize the given product. (1) Given the product [C:1]([O:5][C:6](=[O:17])[NH:7][C@H:8]([C:14](=[O:16])[NH2:15])[CH2:9][CH2:10][CH2:11][CH2:12][NH:13][C:26](=[O:25])[C:27]1[CH:32]=[C:31]([C:33](=[O:35])[CH3:34])[CH:30]=[CH:29][C:28]=1[O:36][CH2:37][C:38]#[CH:39])([CH3:4])([CH3:2])[CH3:3], predict the reactants needed to synthesize it. The reactants are: [C:1]([O:5][C:6](=[O:17])[NH:7][C@H:8]([C:14](=[O:16])[NH2:15])[CH2:9][CH2:10][CH2:11][CH2:12][NH2:13])([CH3:4])([CH3:3])[CH3:2].O=C1CCC(=O)N1[O:25][C:26](=O)[C:27]1[CH:32]=[C:31]([C:33](=[O:35])[CH3:34])[CH:30]=[CH:29][C:28]=1[O:36][CH2:37][C:38]#[CH:39].C(N(C(C)C)C(C)C)C. (2) Given the product [CH3:1][O:2][C:3]([C:5]1[C:6]([OH:24])=[C:7]2[C:12](=[CH:13][N:14]=1)[N:11]([CH2:15][C:16]1[CH:21]=[CH:20][CH:19]=[CH:18][CH:17]=1)[C:10](=[O:22])[C:9]([C:30]1[CH:29]=[N:28][C:27]([N:26]([CH3:36])[CH3:25])=[N:32][CH:31]=1)=[CH:8]2)=[O:4], predict the reactants needed to synthesize it. The reactants are: [CH3:1][O:2][C:3]([C:5]1[C:6]([OH:24])=[C:7]2[C:12](=[CH:13][N:14]=1)[N:11]([CH2:15][C:16]1[CH:21]=[CH:20][CH:19]=[CH:18][CH:17]=1)[C:10](=[O:22])[C:9](Br)=[CH:8]2)=[O:4].[CH3:25][N:26]([CH3:36])[C:27]1[N:32]=[CH:31][C:30](B(O)O)=[CH:29][N:28]=1.[O-]P([O-])([O-])=O.[K+].[K+].[K+].O.COC1C=CC=C(OC)C=1C1C=CC=CC=1P(C1CCCCC1)C1CCCCC1.Cl. (3) Given the product [CH:1]([N:4]([S:41]([C:37]1[CH:36]=[N:35][CH:40]=[CH:39][CH:38]=1)(=[O:43])=[O:42])[CH2:5][C:6]([NH:8][CH2:9][C:10]1[CH:15]=[C:14]([C:16]2[CH:17]=[CH:18][C:19]([C:22]([F:24])([F:25])[F:23])=[CH:20][CH:21]=2)[N:13]=[CH:12][N:11]=1)=[O:7])([CH3:3])[CH3:2], predict the reactants needed to synthesize it. The reactants are: [CH:1]([NH:4][CH2:5][C:6]([NH:8][CH2:9][C:10]1[CH:15]=[C:14]([C:16]2[CH:21]=[CH:20][C:19]([C:22]([F:25])([F:24])[F:23])=[CH:18][CH:17]=2)[N:13]=[CH:12][N:11]=1)=[O:7])([CH3:3])[CH3:2].C(N(CC)C(C)C)(C)C.[N:35]1[CH:40]=[CH:39][CH:38]=[C:37]([S:41](Cl)(=[O:43])=[O:42])[CH:36]=1.C(OCC)(=O)C. (4) Given the product [Br:1][C:2]1[CH:9]=[CH:8][C:5](/[CH:6]=[N:30]/[OH:31])=[C:4]([O:10][CH2:11][C:12]#[C:13][C:14]2[C:18]([C:19]([F:21])([F:20])[F:22])=[C:17]([C:23]3[CH:24]=[CH:25][CH:26]=[CH:27][CH:28]=3)[O:16][N:15]=2)[CH:3]=1, predict the reactants needed to synthesize it. The reactants are: [Br:1][C:2]1[CH:9]=[CH:8][C:5]([CH:6]=O)=[C:4]([O:10][CH2:11][C:12]#[C:13][C:14]2[C:18]([C:19]([F:22])([F:21])[F:20])=[C:17]([C:23]3[CH:28]=[CH:27][CH:26]=[CH:25][CH:24]=3)[O:16][N:15]=2)[CH:3]=1.Cl.[NH2:30][OH:31].C([O-])(=O)C.[Na+]. (5) Given the product [CH3:25][N:21]1[C:20]2[CH:26]=[CH:27][C:17]([N:16]3[CH:12]=[C:3]([C:1]#[N:2])[C:4](=[O:5])[NH:6][C:7]3=[O:8])=[CH:18][C:19]=2[O:23][C:22]1=[O:24], predict the reactants needed to synthesize it. The reactants are: [C:1]([C:3](=[CH:12]OCC)[C:4]([NH:6][C:7](=O)[O:8]CC)=[O:5])#[N:2].[NH2:16][C:17]1[CH:27]=[CH:26][C:20]2[N:21]([CH3:25])[C:22](=[O:24])[O:23][C:19]=2[CH:18]=1.C(N(CC)CC)C.